This data is from Catalyst prediction with 721,799 reactions and 888 catalyst types from USPTO. The task is: Predict which catalyst facilitates the given reaction. (1) Reactant: [F:1][C:2]1[CH:9]=[CH:8][C:5]([CH2:6]Br)=[CH:4][CH:3]=1.[CH2:10]([O:12][C:13](=[O:33])[C:14]1[CH:19]=[C:18]([N:20]2[C:24]([CH3:25])=[CH:23][CH:22]=[C:21]2[C:26]2[CH:31]=[CH:30][CH:29]=[CH:28][C:27]=2[OH:32])[CH:17]=[N:16][CH:15]=1)[CH3:11].C([O-])([O-])=O.[K+].[K+]. Product: [CH2:10]([O:12][C:13](=[O:33])[C:14]1[CH:19]=[C:18]([N:20]2[C:24]([CH3:25])=[CH:23][CH:22]=[C:21]2[C:26]2[CH:31]=[CH:30][CH:29]=[CH:28][C:27]=2[O:32][CH2:6][C:5]2[CH:8]=[CH:9][C:2]([F:1])=[CH:3][CH:4]=2)[CH:17]=[N:16][CH:15]=1)[CH3:11]. The catalyst class is: 31. (2) Reactant: [H-].[Na+].[CH3:3][O:4][C:5]([C:7]1[CH:26]=[CH:25][C:10]([CH2:11][CH:12]([C:19]([O:21][CH2:22][CH:23]=[CH2:24])=[O:20])[C:13]([O:15][CH2:16][CH:17]=[CH2:18])=[O:14])=[CH:9][CH:8]=1)=[O:6].Br[CH2:28][CH2:29][C:30]1[CH:37]=[CH:36][C:33]([C:34]#[N:35])=[CH:32][CH:31]=1.O. Product: [C:34]([C:33]1[CH:36]=[CH:37][C:30]([CH2:29][CH2:28][C:12]([CH2:11][C:10]2[CH:9]=[CH:8][C:7]([C:5]([O:4][CH3:3])=[O:6])=[CH:26][CH:25]=2)([C:19]([O:21][CH2:22][CH:23]=[CH2:24])=[O:20])[C:13]([O:15][CH2:16][CH:17]=[CH2:18])=[O:14])=[CH:31][CH:32]=1)#[N:35]. The catalyst class is: 3.